Dataset: Peptide-MHC class I binding affinity with 185,985 pairs from IEDB/IMGT. Task: Regression. Given a peptide amino acid sequence and an MHC pseudo amino acid sequence, predict their binding affinity value. This is MHC class I binding data. (1) The peptide sequence is FYQIFPHSL. The MHC is HLA-A02:01 with pseudo-sequence HLA-A02:01. The binding affinity (normalized) is 0.0847. (2) The peptide sequence is KGNVSALVK. The MHC is HLA-A03:01 with pseudo-sequence HLA-A03:01. The binding affinity (normalized) is 0.348. (3) The peptide sequence is YALTEYHAM. The MHC is HLA-A02:03 with pseudo-sequence HLA-A02:03. The binding affinity (normalized) is 0.0847. (4) The peptide sequence is AQIDNYNKF. The MHC is Mamu-A11 with pseudo-sequence Mamu-A11. The binding affinity (normalized) is 0.376. (5) The peptide sequence is KEKGGLDGL. The MHC is HLA-A23:01 with pseudo-sequence HLA-A23:01. The binding affinity (normalized) is 0. (6) The peptide sequence is TTAEFTVPK. The binding affinity (normalized) is 0.330. The MHC is HLA-A69:01 with pseudo-sequence HLA-A69:01. (7) The peptide sequence is LMRTNFLIK. The MHC is HLA-A24:03 with pseudo-sequence HLA-A24:03. The binding affinity (normalized) is 0.0847. (8) The peptide sequence is YELDLWGKI. The MHC is HLA-B18:01 with pseudo-sequence HLA-B18:01. The binding affinity (normalized) is 0.608. (9) The peptide sequence is KDTWLDARM. The MHC is HLA-A68:02 with pseudo-sequence HLA-A68:02. The binding affinity (normalized) is 0.123. (10) The MHC is H-2-Kd with pseudo-sequence H-2-Kd. The peptide sequence is AFKKATSIVL. The binding affinity (normalized) is 0.0587.